Dataset: Full USPTO retrosynthesis dataset with 1.9M reactions from patents (1976-2016). Task: Predict the reactants needed to synthesize the given product. (1) Given the product [OH:30][CH:10]([C:11]1[C:19]([O:20][CH3:21])=[CH:18][C:17]([CH3:22])=[C:16]2[C:12]=1[CH:13]=[CH:14][NH:15]2)[C:8]1[NH:7][C:6]2[CH:39]=[CH:40][C:3]([C:1]#[N:2])=[CH:4][C:5]=2[N:9]=1, predict the reactants needed to synthesize it. The reactants are: [C:1]([C:3]1[CH:40]=[CH:39][C:6]2[N:7](COCC[Si](C)(C)C)[C:8]([CH:10]([OH:30])[C:11]3[C:19]([O:20][CH3:21])=[CH:18][C:17]([CH3:22])=[C:16]4[C:12]=3[CH:13]=[CH:14][N:15]4C(OC(C)(C)C)=O)=[N:9][C:5]=2[CH:4]=1)#[N:2].C(C1C=CC2N=C(C(O)C3C(OC)=CC(C)=C4C=3C=CN4C(OC(C)(C)C)=O)N(COCC[Si](C)(C)C)C=2C=1)#N.CCCC[N+](CCCC)(CCCC)CCCC.[F-].[Cl-].[NH4+].C(=O)([O-])[O-].[Cs+].[Cs+]. (2) Given the product [NH2:1][C:4]1[CH:5]=[C:6]([C:10]([N:12]2[CH2:16][CH2:15][CH2:14][CH2:13]2)=[O:11])[CH:7]=[N:8][CH:9]=1, predict the reactants needed to synthesize it. The reactants are: [N+:1]([C:4]1[CH:5]=[C:6]([C:10]([N:12]2[CH2:16][CH2:15][CH2:14][CH2:13]2)=[O:11])[CH:7]=[N:8][CH:9]=1)([O-])=O. (3) Given the product [O:14]1[CH2:19][CH2:18][CH2:17][CH2:16][CH:15]1[CH:20]([CH2:41][CH2:42][CH2:43][CH2:44][CH2:45][CH2:46][CH2:47][CH2:48][CH2:49][O:11][CH2:10][CH2:9][O:8][CH2:7][CH2:6][O:5][CH2:4][CH2:3][O:2][CH3:1])[CH2:21][O:22][CH2:23][CH:24]([CH:35]1[CH2:40][CH2:39][CH2:38][CH2:37][O:36]1)[CH2:25][CH2:26][CH2:27][CH2:28][CH2:29][CH2:30][CH2:31][CH2:32][CH2:33][O:11][CH2:10][CH2:9][O:8][CH2:7][CH2:6][O:5][CH2:4][CH2:3][O:2][CH3:1], predict the reactants needed to synthesize it. The reactants are: [CH3:1][O:2][CH2:3][CH2:4][O:5][CH2:6][CH2:7][O:8][CH2:9][CH2:10][OH:11].[H-].[Na+].[O:14]1[CH2:19][CH2:18][CH2:17][CH2:16][CH:15]1[CH:20]([CH2:41][CH2:42][CH2:43][CH2:44][CH2:45][CH2:46][CH2:47][CH2:48][CH2:49]Br)[CH2:21][O:22][CH2:23][CH:24]([CH:35]1[CH2:40][CH2:39][CH2:38][CH2:37][O:36]1)[CH2:25][CH2:26][CH2:27][CH2:28][CH2:29][CH2:30][CH2:31][CH2:32][CH2:33]Br. (4) The reactants are: CCN(C(C)C)C(C)C.[NH2:10][C:11]1[C:16]([C:17]2[CH:22]=[CH:21][C:20]([NH:23][C:24]([C:26]3[C:31](=[O:32])[C:30]([C:33]4[CH:38]=[CH:37][C:36]([F:39])=[CH:35][CH:34]=4)=[CH:29][N:28]([CH2:40][CH3:41])[CH:27]=3)=[O:25])=[CH:19][CH:18]=2)=[CH:15][C:14](C2C=CC(OC)=C(OC)C=2)=[CH:13][N:12]=1.CCOC(C(C#N)=NOC(N1CCOCC1)=[N+](C)C)=O.F[P-](F)(F)(F)(F)F.NC1C=CC(C2C(N)=NC=C([Br:92])C=2)=CC=1. Given the product [NH2:10][C:11]1[C:16]([C:17]2[CH:22]=[CH:21][C:20]([NH:23][C:24]([C:26]3[C:31](=[O:32])[C:30]([C:33]4[CH:38]=[CH:37][C:36]([F:39])=[CH:35][CH:34]=4)=[CH:29][N:28]([CH2:40][CH3:41])[CH:27]=3)=[O:25])=[CH:19][CH:18]=2)=[CH:15][C:14]([Br:92])=[CH:13][N:12]=1, predict the reactants needed to synthesize it. (5) Given the product [C:2]([C:4]1[CH:5]=[C:6]([NH:10][C:18](=[O:23])[C:19]([CH3:22])([CH3:21])[CH3:20])[CH:7]=[CH:8][CH:9]=1)(=[O:3])[CH3:1], predict the reactants needed to synthesize it. The reactants are: [CH3:1][C:2]([C:4]1[CH:9]=[CH:8][CH:7]=[C:6]([NH2:10])[CH:5]=1)=[O:3].C(N(CC)CC)C.[C:18](Cl)(=[O:23])[C:19]([CH3:22])([CH3:21])[CH3:20].O. (6) Given the product [CH2:17]([O:16][C:11]1[CH:12]=[CH:13][CH:14]=[C:15]2[C:10]=1[CH:9]=[C:4]([C:5]([O:7][CH3:8])=[O:6])[NH:1]2)[CH3:18], predict the reactants needed to synthesize it. The reactants are: [N:1]([C:4](=[CH:9][C:10]1[CH:15]=[CH:14][CH:13]=[CH:12][C:11]=1[O:16][CH2:17][CH3:18])[C:5]([O:7][CH3:8])=[O:6])=[N+]=[N-]. (7) Given the product [NH2:17][C:16]1[C:7]([NH:6][C:1](=[O:5])[CH2:2][CH2:3][CH3:4])=[C:8]([CH:13]=[CH:14][CH:15]=1)[C:9]([O:11][CH3:12])=[O:10], predict the reactants needed to synthesize it. The reactants are: [C:1]([NH:6][C:7]1[C:16]([N+:17]([O-])=O)=[CH:15][CH:14]=[CH:13][C:8]=1[C:9]([O:11][CH3:12])=[O:10])(=[O:5])[CH2:2][CH2:3][CH3:4]. (8) Given the product [NH2:32][C:11]1[N:12]=[C:13]([N:15]2[CH:24]([CH3:25])[CH2:23][C:22]3[C:17](=[CH:18][C:19]([CH:26]4[CH2:27][CH2:28][N:29]([C:34]([NH:33][CH:36]([CH3:38])[CH3:37])=[O:35])[CH2:30][CH2:31]4)=[CH:20][CH:21]=3)[CH2:16]2)[CH:14]=[C:9]([N:6]2[CH2:7][CH2:8][N:3]([CH3:2])[CH2:4][CH2:5]2)[N:10]=1, predict the reactants needed to synthesize it. The reactants are: Cl.[CH3:2][N:3]1[CH2:8][CH2:7][N:6]([C:9]2[CH:14]=[C:13]([N:15]3[CH:24]([CH3:25])[CH2:23][C:22]4[C:17](=[CH:18][C:19]([CH:26]5[CH2:31][CH2:30][NH:29][CH2:28][CH2:27]5)=[CH:20][CH:21]=4)[CH2:16]3)[N:12]=[C:11]([NH2:32])[N:10]=2)[CH2:5][CH2:4]1.[N:33]([CH:36]([CH3:38])[CH3:37])=[C:34]=[O:35].